From a dataset of Full USPTO retrosynthesis dataset with 1.9M reactions from patents (1976-2016). Predict the reactants needed to synthesize the given product. Given the product [CH2:11]([N:8]1[C:9]2[C:5](=[CH:4][CH:3]=[C:2]([NH:1][CH:35]3[CH2:36][CH2:37][O:33][CH2:34]3)[CH:10]=2)[C:6]([C:21]([NH:23][CH2:24][C:25]2[CH:30]=[CH:29][C:28]([F:31])=[C:27]([F:32])[CH:26]=2)=[O:22])=[C:7]1[CH:18]([CH3:19])[CH3:20])[C:12]1[CH:13]=[CH:14][CH:15]=[CH:16][CH:17]=1, predict the reactants needed to synthesize it. The reactants are: [NH2:1][C:2]1[CH:10]=[C:9]2[C:5]([C:6]([C:21]([NH:23][CH2:24][C:25]3[CH:30]=[CH:29][C:28]([F:31])=[C:27]([F:32])[CH:26]=3)=[O:22])=[C:7]([CH:18]([CH3:20])[CH3:19])[N:8]2[CH2:11][C:12]2[CH:17]=[CH:16][CH:15]=[CH:14][CH:13]=2)=[CH:4][CH:3]=1.[O:33]1[CH2:37][CH2:36][C:35](=O)[CH2:34]1.[BH3-]C#N.[Na+].